Dataset: Reaction yield outcomes from USPTO patents with 853,638 reactions. Task: Predict the reaction yield, written as a fraction of the theoretical maximum amount of product (1.0 means a 100% yield; for example, 0.34 means a 34% yield). (1) The reactants are [I:1][C:2]1[C:3]([OH:11])=[N:4][CH:5]=[C:6]([N+:8]([O-:10])=[O:9])[CH:7]=1.[C:12]1([CH3:18])[CH:17]=[CH:16][CH:15]=[CH:14][CH:13]=1. The catalyst is BrCC1C=CC=CC=1. The product is [CH2:18]([O:11][C:3]1[C:2]([I:1])=[CH:7][C:6]([N+:8]([O-:10])=[O:9])=[CH:5][N:4]=1)[C:12]1[CH:17]=[CH:16][CH:15]=[CH:14][CH:13]=1. The yield is 0.900. (2) The reactants are [F:1][C:2]1[C:8]([F:9])=[CH:7][C:5]([NH2:6])=[C:4]([N+:10]([O-:12])=[O:11])[CH:3]=1.O[CH2:14][CH:15]([CH2:17]O)O.[Na+].[N+](C1C=C(S([O-])(=O)=O)C=CC=1)([O-])=O.OS(O)(=O)=O.O. No catalyst specified. The yield is 0.830. The product is [F:9][C:8]1[C:2]([F:1])=[CH:3][C:4]([N+:10]([O-:12])=[O:11])=[C:5]2[C:7]=1[CH:14]=[CH:15][CH:17]=[N:6]2. (3) The reactants are [CH3:1][O:2][C:3](=[O:16])[C@@H:4]([NH:8][C:9]([O:11][C:12]([CH3:15])([CH3:14])[CH3:13])=[O:10])[CH2:5][CH2:6]Br.[NH:17]1[CH2:22][CH2:21][CH2:20][CH2:19][CH2:18]1. No catalyst specified. The product is [CH3:1][O:2][C:3](=[O:16])[C@@H:4]([NH:8][C:9]([O:11][C:12]([CH3:15])([CH3:14])[CH3:13])=[O:10])[CH2:5][CH2:6][N:17]1[CH2:22][CH2:21][CH2:20][CH2:19][CH2:18]1. The yield is 0.970. (4) The reactants are [Cl:1][C:2]1[CH:3]=[C:4]([CH:9]=[CH:10][C:11]=1[O:12][CH:13]([CH3:15])[CH3:14])[C:5](=[NH:8])[NH:6][OH:7].[C:16]([C:18]1[CH:26]=[CH:25][C:21]([C:22](Cl)=O)=[CH:20][CH:19]=1)#[N:17].O. The catalyst is CN(C=O)C. The product is [Cl:1][C:2]1[CH:3]=[C:4]([C:5]2[N:8]=[C:22]([C:21]3[CH:25]=[CH:26][C:18]([C:16]#[N:17])=[CH:19][CH:20]=3)[O:7][N:6]=2)[CH:9]=[CH:10][C:11]=1[O:12][CH:13]([CH3:15])[CH3:14]. The yield is 0.850. (5) The reactants are [Br:1][C:2]1[CH:7]=[CH:6][C:5]([OH:8])=[C:4](I)[CH:3]=1.[CH2:10]([OH:14])[CH2:11][C:12]#[CH:13].C(NC(C)C)(C)C. The catalyst is C(OC(C)C)(=O)C.C([O-])(=O)C.[Pd+2].C([O-])(=O)C.[Cu].C1(P(C2C=CC=CC=2)C2C=CC=CC=2)C=CC=CC=1.[I-]. The product is [Br:1][C:2]1[CH:7]=[CH:6][C:5]2[O:8][C:12]([CH2:11][CH2:10][OH:14])=[CH:13][C:4]=2[CH:3]=1. The yield is 0.720. (6) The reactants are Br[C:2]1[CH:3]=[N:4][CH:5]=[C:6]2[C:11]=1[N:10]=[C:9]([C:12]([NH:14][CH2:15][C:16]1[CH:21]=[CH:20][C:19]([C:22]([F:25])([F:24])[F:23])=[CH:18][CH:17]=1)=[O:13])[CH:8]=[CH:7]2.[CH3:26][N:27]1[CH:31]=[C:30]([C:32]2[CH:37]=[CH:36][C:35](B3OC(C)(C)C(C)(C)O3)=[CH:34][CH:33]=2)[CH:29]=[N:28]1.C([O-])([O-])=O.[Na+].[Na+]. The catalyst is C(#N)C.[Pd+2].ClC1C=C[C-](P(C2C=CC=CC=2)C2C=CC=CC=2)C=1Cl.[C-]1(P(C2C=CC=CC=2)C2C=CC=CC=2)C=CC=C1.[Fe+2]. The product is [CH3:26][N:27]1[CH:31]=[C:30]([C:32]2[CH:33]=[CH:34][C:35]([C:2]3[CH:3]=[N:4][CH:5]=[C:6]4[C:11]=3[N:10]=[C:9]([C:12]([NH:14][CH2:15][C:16]3[CH:21]=[CH:20][C:19]([C:22]([F:25])([F:24])[F:23])=[CH:18][CH:17]=3)=[O:13])[CH:8]=[CH:7]4)=[CH:36][CH:37]=2)[CH:29]=[N:28]1. The yield is 0.380.